This data is from Full USPTO retrosynthesis dataset with 1.9M reactions from patents (1976-2016). The task is: Predict the reactants needed to synthesize the given product. Given the product [CH2:18]([O:17][C:15]1[C:14]([Br:21])=[CH:13][C:9]2[CH:10]([CH3:12])[CH2:11][NH:5][CH2:6][CH2:7][C:8]=2[CH:16]=1)[CH:19]=[CH2:20], predict the reactants needed to synthesize it. The reactants are: FC(F)(F)C([N:5]1[CH2:11][CH:10]([CH3:12])[C:9]2[CH:13]=[C:14]([Br:21])[C:15]([O:17][CH2:18][CH:19]=[CH2:20])=[CH:16][C:8]=2[CH2:7][CH2:6]1)=O.[OH-].[Na+].